From a dataset of NCI-60 drug combinations with 297,098 pairs across 59 cell lines. Regression. Given two drug SMILES strings and cell line genomic features, predict the synergy score measuring deviation from expected non-interaction effect. Cell line: IGROV1. Synergy scores: CSS=11.7, Synergy_ZIP=-1.58, Synergy_Bliss=-3.69, Synergy_Loewe=-10.4, Synergy_HSA=-2.38. Drug 1: C1CN1C2=NC(=NC(=N2)N3CC3)N4CC4. Drug 2: CS(=O)(=O)OCCCCOS(=O)(=O)C.